This data is from Peptide-MHC class I binding affinity with 185,985 pairs from IEDB/IMGT. The task is: Regression. Given a peptide amino acid sequence and an MHC pseudo amino acid sequence, predict their binding affinity value. This is MHC class I binding data. (1) The peptide sequence is IPQSLDSYWTSL. The MHC is HLA-A02:02 with pseudo-sequence HLA-A02:02. The binding affinity (normalized) is 0.248. (2) The MHC is HLA-A31:01 with pseudo-sequence HLA-A31:01. The binding affinity (normalized) is 0.0847. The peptide sequence is GSRAYRNAL. (3) The peptide sequence is TLLVDLLWL. The MHC is HLA-B44:03 with pseudo-sequence HLA-B44:03. The binding affinity (normalized) is 0.0980. (4) The peptide sequence is KMYWITRSK. The MHC is HLA-B18:01 with pseudo-sequence HLA-B18:01. The binding affinity (normalized) is 0.0847. (5) The peptide sequence is HRCQAIRK. The MHC is HLA-B57:01 with pseudo-sequence HLA-B57:01. The binding affinity (normalized) is 0.